Task: Predict the reactants needed to synthesize the given product.. Dataset: Full USPTO retrosynthesis dataset with 1.9M reactions from patents (1976-2016) (1) Given the product [NH2:1][C:4]1[C:5]([N:13]2[CH2:18][CH2:17][CH2:16][C@H:15]([NH:19][C:20](=[O:26])[O:21][C:22]([CH3:24])([CH3:23])[CH3:25])[CH2:14]2)=[C:6]2[CH:12]=[CH:11][S:10][C:7]2=[N:8][CH:9]=1, predict the reactants needed to synthesize it. The reactants are: [N+:1]([C:4]1[C:5]([N:13]2[CH2:18][CH2:17][CH2:16][C@H:15]([NH:19][C:20](=[O:26])[O:21][C:22]([CH3:25])([CH3:24])[CH3:23])[CH2:14]2)=[C:6]2[CH:12]=[CH:11][S:10][C:7]2=[N:8][CH:9]=1)([O-])=O.[NH4+].[Cl-].CCO. (2) Given the product [CH3:2][C@@H:3]1[S:8][C:7]2[S:9][C:10]([S:12]([NH2:1])(=[O:14])=[O:13])=[CH:11][C:6]=2[C:5](=[O:16])[CH2:4]1, predict the reactants needed to synthesize it. The reactants are: [NH3:1].[CH3:2][C@@H:3]1[S:8][C:7]2[S:9][C:10]([S:12](Cl)(=[O:14])=[O:13])=[CH:11][C:6]=2[C:5](=[O:16])[CH2:4]1. (3) Given the product [C:1]([O:5][C:6](=[O:23])[NH:7][C:8]1[CH:13]=[C:12]([N:14]2[CH2:17][CH2:16][CH2:15]2)[C:11]([C:18]([F:20])([F:21])[F:19])=[CH:10][C:9]=1[NH:22][C:29](=[O:28])[CH2:30][C:31](=[O:51])[C:32]1[CH:37]=[CH:36][CH:35]=[C:34]([N:38]2[C:42]([CH2:43][O:44][CH:45]3[CH2:50][CH2:49][CH2:48][CH2:47][O:46]3)=[CH:41][N:40]=[N:39]2)[CH:33]=1)([CH3:4])([CH3:2])[CH3:3], predict the reactants needed to synthesize it. The reactants are: [C:1]([O:5][C:6](=[O:23])[NH:7][C:8]1[CH:13]=[C:12]([N:14]2[CH2:17][CH2:16][CH2:15]2)[C:11]([C:18]([F:21])([F:20])[F:19])=[CH:10][C:9]=1[NH2:22])([CH3:4])([CH3:3])[CH3:2].C([O:28][C:29](=O)[CH2:30][C:31](=[O:51])[C:32]1[CH:37]=[CH:36][CH:35]=[C:34]([N:38]2[C:42]([CH2:43][O:44][CH:45]3[CH2:50][CH2:49][CH2:48][CH2:47][O:46]3)=[CH:41][N:40]=[N:39]2)[CH:33]=1)(C)(C)C. (4) Given the product [CH2:7]([O:9][C:10](=[O:15])[CH2:11][CH2:12][CH2:13][NH:14][C@H:19]([C:16](=[O:18])[NH2:17])[CH2:20][CH3:21])[CH3:8], predict the reactants needed to synthesize it. The reactants are: C(=O)([O-])[O-].[K+].[K+].[CH2:7]([O:9][C:10](=[O:15])[CH2:11][CH2:12][CH2:13][NH2:14])[CH3:8].[C:16]([C@H:19](OS(C)(=O)=O)[CH2:20][CH3:21])(=[O:18])[NH2:17]. (5) Given the product [Cl:29][C:30]1[CH:35]=[CH:34][C:33]([O:16][C@H:17]2[CH2:22][CH2:21][C@H:20]([C:23]([N:25]([O:27][CH3:28])[CH3:26])=[O:24])[CH2:19][CH2:18]2)=[CH:32][CH:31]=1, predict the reactants needed to synthesize it. The reactants are: C1(CCO)CC1.OC1C=CC(C=O)=CC=1.[OH:16][C@@H:17]1[CH2:22][CH2:21][C@H:20]([C:23]([N:25]([O:27][CH3:28])[CH3:26])=[O:24])[CH2:19][CH2:18]1.[Cl:29][C:30]1[CH:35]=[CH:34][C:33](O)=[CH:32][CH:31]=1. (6) Given the product [CH3:16][N:14]1[CH2:13][C@@H:10]2[C@@H:9]([N:8]([C:5]3[CH:6]=[CH:7][C:2]([C:22]4[CH:23]=[CH:24][C:19]([C:17]#[N:18])=[CH:20][CH:21]=4)=[CH:3][CH:4]=3)[CH2:12][CH2:11]2)[CH2:15]1, predict the reactants needed to synthesize it. The reactants are: Br[C:2]1[CH:7]=[CH:6][C:5]([N:8]2[CH2:12][CH2:11][C@@H:10]3[CH2:13][N:14]([CH3:16])[CH2:15][C@H:9]23)=[CH:4][CH:3]=1.[C:17]([C:19]1[CH:24]=[CH:23][C:22](B(O)O)=[CH:21][CH:20]=1)#[N:18].C1(P(C2CCCCC2)C2C=CC=CC=2C2C=CC=CC=2)CCCCC1.P([O-])([O-])([O-])=O.[K+].[K+].[K+]. (7) Given the product [F:36][C:37]([F:42])([F:41])[C:38]([OH:40])=[O:39].[Cl:19][C:15]1[CH:14]=[C:13]([CH:12]2[C:11]([C:22]3[CH:23]=[CH:24][C:25]([Cl:28])=[CH:26][CH:27]=3)([C:20]#[N:21])[CH:10]([C:29]3[CH:34]=[CH:33][CH:32]=[C:31]([Cl:35])[CH:30]=3)[NH:9][CH:8]2[C:6]([OH:7])=[O:5])[CH:18]=[CH:17][CH:16]=1, predict the reactants needed to synthesize it. The reactants are: C([O:5][C:6]([CH:8]1[CH:12]([C:13]2[CH:18]=[CH:17][CH:16]=[C:15]([Cl:19])[CH:14]=2)[C:11]([C:22]2[CH:27]=[CH:26][C:25]([Cl:28])=[CH:24][CH:23]=2)([C:20]#[N:21])[CH:10]([C:29]2[CH:34]=[CH:33][CH:32]=[C:31]([Cl:35])[CH:30]=2)[NH:9]1)=[O:7])(C)(C)C.[F:36][C:37]([F:42])([F:41])[C:38]([OH:40])=[O:39].